Predict the product of the given reaction. From a dataset of Forward reaction prediction with 1.9M reactions from USPTO patents (1976-2016). (1) Given the reactants [F:1][C:2]1[CH:7]=[CH:6][CH:5]=[CH:4][C:3]=1[N:8]1[C:12](/[CH:13]=[CH:14]/[C:15]2[S:16][CH:17]=[CH:18][N:19]=2)=[C:11]([C:20]([N:22]([CH2:44][CH:45]([CH3:47])[CH3:46])[C@H:23]2[CH2:28][C@@H:27]([C:29]([N:31]3[CH2:36][CH2:35][O:34][CH2:33][CH2:32]3)=[O:30])[CH2:26][N:25]([C:37]([O:39][C:40]([CH3:43])([CH3:42])[CH3:41])=[O:38])[CH2:24]2)=[O:21])[N:10]=[N:9]1, predict the reaction product. The product is: [F:1][C:2]1[CH:7]=[CH:6][CH:5]=[CH:4][C:3]=1[N:8]1[C:12]([CH2:13][CH2:14][C:15]2[S:16][CH:17]=[CH:18][N:19]=2)=[C:11]([C:20]([N:22]([CH2:44][CH:45]([CH3:47])[CH3:46])[C@H:23]2[CH2:28][C@@H:27]([C:29]([N:31]3[CH2:36][CH2:35][O:34][CH2:33][CH2:32]3)=[O:30])[CH2:26][N:25]([C:37]([O:39][C:40]([CH3:41])([CH3:42])[CH3:43])=[O:38])[CH2:24]2)=[O:21])[N:10]=[N:9]1. (2) Given the reactants OC[C:3]1[CH:8]=[CH:7][C:6]([C:9]2[CH:14]=[CH:13][CH:12]=[C:11]([S:15]([C:18]3[CH:19]=[C:20]4[C:25](=[C:26]([CH3:28])[CH:27]=3)[N:24]=[CH:23][C:22]([C:29]([NH2:31])=[O:30])=[C:21]4[NH:32][C:33]3[CH:38]=[CH:37][CH:36]=[C:35]([O:39][CH3:40])[CH:34]=3)(=[O:17])=[O:16])[CH:10]=2)=[CH:5][CH:4]=1.[OH:41][CH2:42][CH2:43][CH2:44]C1C=CC(B(O)O)=CC=1, predict the reaction product. The product is: [OH:41][CH2:42][CH2:43][CH2:44][C:3]1[CH:4]=[CH:5][C:6]([C:9]2[CH:14]=[CH:13][CH:12]=[C:11]([S:15]([C:18]3[CH:19]=[C:20]4[C:25](=[C:26]([CH3:28])[CH:27]=3)[N:24]=[CH:23][C:22]([C:29]([NH2:31])=[O:30])=[C:21]4[NH:32][C:33]3[CH:38]=[CH:37][CH:36]=[C:35]([O:39][CH3:40])[CH:34]=3)(=[O:16])=[O:17])[CH:10]=2)=[CH:7][CH:8]=1. (3) Given the reactants [NH2:1][C@H:2]1[C:7]([F:9])([F:8])[CH2:6][CH2:5][CH2:4][C@H:3]1[NH:10][C:11]1[N:12]=[C:13]([NH:19][C:20]2[CH:21]=[C:22]3[C:27](=[CH:28][CH:29]=2)[NH:26][C:25](=[O:30])[CH2:24][CH2:23]3)[C:14]([C:17]#[N:18])=[N:15][CH:16]=1.[OH-].[Na+].OO.CC(O)=[O:37], predict the reaction product. The product is: [NH2:1][C@H:2]1[C:7]([F:9])([F:8])[CH2:6][CH2:5][CH2:4][C@H:3]1[NH:10][C:11]1[N:12]=[C:13]([NH:19][C:20]2[CH:21]=[C:22]3[C:27](=[CH:28][CH:29]=2)[NH:26][C:25](=[O:30])[CH2:24][CH2:23]3)[C:14]([C:17]([NH2:18])=[O:37])=[N:15][CH:16]=1. (4) Given the reactants Br[C:2]1[CH:7]=[CH:6][C:5]([NH:8][CH2:9][C:10]2[CH:15]=[CH:14][CH:13]=[CH:12][C:11]=2[C:16]2[CH:17]=[CH:18][C:19]([C:22]([NH:24][CH2:25][CH2:26][C:27]([O:29][C:30]([CH3:33])([CH3:32])[CH3:31])=[O:28])=[O:23])=[N:20][CH:21]=2)=[CH:4][CH:3]=1.[Cl:34][C:35]1[CH:36]=[C:37](B(O)O)[CH:38]=[CH:39][C:40]=1[Cl:41].C([O-])([O-])=O.[K+].[K+].O, predict the reaction product. The product is: [Cl:34][C:35]1[CH:36]=[C:37]([C:2]2[CH:3]=[CH:4][C:5]([NH:8][CH2:9][C:10]3[CH:15]=[CH:14][CH:13]=[CH:12][C:11]=3[C:16]3[CH:17]=[CH:18][C:19]([C:22]([NH:24][CH2:25][CH2:26][C:27]([O:29][C:30]([CH3:32])([CH3:31])[CH3:33])=[O:28])=[O:23])=[N:20][CH:21]=3)=[CH:6][CH:7]=2)[CH:38]=[CH:39][C:40]=1[Cl:41]. (5) Given the reactants [C:1]1([C:8]2[CH:13]=[CH:12][CH:11]=[C:10](O)[CH:9]=2)[CH:6]=[CH:5][CH:4]=[C:3]([OH:7])[CH:2]=1.[C:15]([OH:20])(=[O:19])[C:16]([CH3:18])=[CH2:17].C1(N=C=N[CH:30]2[CH2:35][CH2:34]CCC2)CCCCC1.O.O.C(O)(=O)[C:39](O)=[O:40], predict the reaction product. The product is: [CH3:17][C:16](=[CH2:18])[C:15]([O:20][C:10]1[CH:9]=[C:8]([C:1]2[CH:6]=[CH:5][CH:4]=[C:3]([O:7][C:39](=[O:40])[C:35]([CH3:34])=[CH2:30])[CH:2]=2)[CH:13]=[CH:12][CH:11]=1)=[O:19].